Dataset: Reaction yield outcomes from USPTO patents with 853,638 reactions. Task: Predict the reaction yield, written as a fraction of the theoretical maximum amount of product (1.0 means a 100% yield; for example, 0.34 means a 34% yield). (1) The reactants are [O:1]=[C:2]1[CH2:10][C:9]2[C:8]([C:11]#[N:12])=[CH:7][CH:6]=[CH:5][C:4]=2[NH:3]1.C[Si]([N-][Si](C)(C)C)(C)C.[Na+].Cl.[CH2:24]([N:31]([CH2:35][CH2:36]Cl)[CH2:32][CH2:33]Cl)[C:25]1[CH:30]=[CH:29][CH:28]=[CH:27][CH:26]=1. The catalyst is C1COCC1. The product is [CH2:24]([N:31]1[CH2:35][CH2:36][C:10]2([C:9]3[C:8]([C:11]#[N:12])=[CH:7][CH:6]=[CH:5][C:4]=3[NH:3][C:2]2=[O:1])[CH2:33][CH2:32]1)[C:25]1[CH:30]=[CH:29][CH:28]=[CH:27][CH:26]=1. The yield is 0.420. (2) The reactants are [CH3:1][C:2]1([CH3:30])[CH2:29][C:6]2[C:7]3[C:12]([NH:13][C@H:14]4[CH2:19][CH2:18][C@H:17]([NH:20][C:21](=O)OC(C)(C)C)[CH2:16][CH2:15]4)=[N:11][CH:10]=[N:9][C:8]=3[S:28][C:5]=2[CH2:4][CH2:3]1.[H-].[H-].[H-].[H-].[Li+].[Al+3]. The catalyst is C1COCC1. The product is [CH3:1][C:2]1([CH3:30])[CH2:29][C:6]2[C:7]3[C:12]([NH:13][C@H:14]4[CH2:15][CH2:16][C@H:17]([NH:20][CH3:21])[CH2:18][CH2:19]4)=[N:11][CH:10]=[N:9][C:8]=3[S:28][C:5]=2[CH2:4][CH2:3]1. The yield is 0.800. (3) The catalyst is [Zn]. The yield is 0.790. The product is [NH2:22][C:17]1[CH:18]=[CH:19][C:20]([OH:27])=[CH:21][C:16]=1[CH2:15][NH:14][CH:11]1[CH2:12][CH2:13][N:8]([CH2:1][C:2]2[CH:7]=[CH:6][CH:5]=[CH:4][CH:3]=2)[CH2:9][CH2:10]1. The reactants are [CH2:1]([N:8]1[CH2:13][CH2:12][CH:11]([NH:14][CH2:15][C:16]2[CH:21]=[CH:20][CH:19]=[CH:18][C:17]=2[N+:22]([O-])=O)[CH2:10][CH2:9]1)[C:2]1[CH:7]=[CH:6][CH:5]=[CH:4][CH:3]=1.C(O)(=[O:27])C. (4) The reactants are [OH:1][CH:2]([CH:43]([CH3:45])[CH3:44])[CH2:3][O:4][C@H:5]1[CH2:10][CH2:9][C@H:8]([N:11]2[C:16](=[O:17])[C:15]([CH2:18][C:19]3[CH:24]=[CH:23][C:22]([C:25]4[CH:30]=[CH:29][CH:28]=[CH:27][C:26]=4[C:31]4[NH:35][C:34](=[O:36])[O:33][N:32]=4)=[CH:21][CH:20]=3)=[C:14]([CH2:37][CH2:38][CH3:39])[N:13]3[N:40]=[CH:41][CH:42]=[C:12]23)[CH2:7][CH2:6]1.CC(OI1(OC(C)=O)(OC(C)=O)OC(=O)C2C1=CC=CC=2)=O.C(OCC)(=O)C.S([O-])([O-])(=O)=S.[Na+].[Na+]. The catalyst is C(Cl)Cl.O. The product is [CH3:45][CH:43]([CH3:44])[C:2](=[O:1])[CH2:3][O:4][C@H:5]1[CH2:10][CH2:9][C@H:8]([N:11]2[C:16](=[O:17])[C:15]([CH2:18][C:19]3[CH:20]=[CH:21][C:22]([C:25]4[CH:30]=[CH:29][CH:28]=[CH:27][C:26]=4[C:31]4[NH:35][C:34](=[O:36])[O:33][N:32]=4)=[CH:23][CH:24]=3)=[C:14]([CH2:37][CH2:38][CH3:39])[N:13]3[N:40]=[CH:41][CH:42]=[C:12]23)[CH2:7][CH2:6]1. The yield is 0.250. (5) The reactants are [C:1]1([NH2:12])[C:6](F)=[C:5](F)[C:4](F)=[C:3](N)C=1F.Cl.Cl.C([N:17]([CH2:20][CH3:21])CC)C.[CH3:22][C:23]([N:31]=[C:32]=[O:33])([CH3:30])[C:24]1[CH:29]=[CH:28][CH:27]=[CH:26][CH:25]=1.[CH2:34]1[CH2:38]OC[CH2:35]1. No catalyst specified. The product is [N:12]12[CH2:3][CH2:4][CH:5]([CH2:6][CH2:1]1)[C@H:20]([NH:17][C:32]([NH:31][C:23]([C:24]1[CH:29]=[CH:28][CH:27]=[C:26]([C:34]([CH3:38])=[CH2:35])[CH:25]=1)([CH3:22])[CH3:30])=[O:33])[CH2:21]2. The yield is 0.470. (6) The reactants are BrCCCCC(C)(C1C=CC(C)=CC=1)CO.[Br:17][CH2:18][CH2:19][CH2:20][CH2:21][CH2:22][C:23]([CH3:30])([CH3:29])[C:24](OCC)=[O:25].[Li+].[BH4-].CO. The catalyst is C(Cl)Cl. The product is [Br:17][CH2:18][CH2:19][CH2:20][CH2:21][CH2:22][C:23]([CH3:30])([CH3:29])[CH2:24][OH:25]. The yield is 0.980. (7) The reactants are [F:1][C:2]1[CH:25]=[C:24]([F:26])[CH:23]=[C:22]([F:27])[C:3]=1[C:4]([NH:6][C:7]1[CH:12]=[CH:11][CH:10]=[C:9]([C:13]([CH:15]2[CH2:20][CH2:19][N:18]([CH3:21])[CH2:17][CH2:16]2)=[O:14])[N:8]=1)=[O:5].C(OCC)C.[ClH:33]. The catalyst is C(O)(C)C. The product is [ClH:33].[F:27][C:22]1[CH:23]=[C:24]([F:26])[CH:25]=[C:2]([F:1])[C:3]=1[C:4]([NH:6][C:7]1[CH:12]=[CH:11][CH:10]=[C:9]([C:13]([CH:15]2[CH2:20][CH2:19][N:18]([CH3:21])[CH2:17][CH2:16]2)=[O:14])[N:8]=1)=[O:5]. The yield is 0.930.